This data is from Catalyst prediction with 721,799 reactions and 888 catalyst types from USPTO. The task is: Predict which catalyst facilitates the given reaction. (1) Reactant: [C:1]1([CH2:7][N:8]([CH2:22][C:23]2[CH:28]=[CH:27][CH:26]=[CH:25][CH:24]=2)[CH:9]2[CH:14]3[CH:10]2[CH2:11][N:12](C(OC(C)(C)C)=O)[CH2:13]3)[CH:6]=[CH:5][CH:4]=[CH:3][CH:2]=1.FC(F)(F)C(O)=O. Product: [C:23]1([CH2:22][N:8]([CH2:7][C:1]2[CH:6]=[CH:5][CH:4]=[CH:3][CH:2]=2)[CH:9]2[CH:14]3[CH:10]2[CH2:11][NH:12][CH2:13]3)[CH:24]=[CH:25][CH:26]=[CH:27][CH:28]=1. The catalyst class is: 2. (2) Reactant: [CH2:1]([C@H:3]1[N:6]([C:7]2[CH:12]=[CH:11][C:10]([C:13]([F:16])([F:15])[F:14])=[CH:9][CH:8]=2)[C:5](=[O:17])[CH2:4]1)[CH3:2].Cl.[CH2:19](O)[CH3:20].[OH2:22]. Product: [F:14][C:13]([F:16])([F:15])[C:10]1[CH:11]=[CH:12][C:7]([NH:6][C@H:3]([CH2:1][CH3:2])[CH2:4][C:5]([O:17][CH2:19][CH3:20])=[O:22])=[CH:8][CH:9]=1. The catalyst class is: 13. (3) Reactant: F[C:2]1[CH:9]=[CH:8][C:7]([C:10]([F:13])([F:12])[F:11])=[CH:6][C:3]=1[CH:4]=[O:5].[CH:14]1([CH2:19][NH:20][CH2:21][CH3:22])[CH2:18][CH2:17][CH2:16][CH2:15]1.C(=O)([O-])[O-].[K+].[K+].O. Product: [CH:14]1([CH2:19][N:20]([CH2:21][CH3:22])[C:2]2[CH:9]=[CH:8][C:7]([C:10]([F:13])([F:12])[F:11])=[CH:6][C:3]=2[CH:4]=[O:5])[CH2:18][CH2:17][CH2:16][CH2:15]1. The catalyst class is: 11. (4) Reactant: [CH:1]([C:3]1[CH:8]=[CH:7][C:6]([C:9]2[C:10]([C:30]3[CH:35]=[CH:34][CH:33]=[CH:32][CH:31]=3)=[CH:11][C:12]3[CH:17]=[N:16][C:15]([N:18]4[CH2:23][CH2:22][N:21]([C:24]([N:26]([CH3:28])[CH3:27])=[O:25])[CH2:20][CH2:19]4)=[N:14][C:13]=3[N:29]=2)=[CH:5][CH:4]=1)=O.FC(F)(F)C(O)=O.[NH:43]1[CH2:48][CH2:47][CH:46]([C:49]2[NH:50][C:51]([C:54]3[CH:59]=[CH:58][CH:57]=[CH:56][N:55]=3)=[N:52][N:53]=2)[CH2:45][CH2:44]1.CCN(CC)CC.CC(O)=O.C(O[BH-](OC(=O)C)OC(=O)C)(=O)C.[Na+]. Product: [CH3:28][N:26]([CH3:27])[C:24]([N:21]1[CH2:20][CH2:19][N:18]([C:15]2[N:16]=[CH:17][C:12]3[CH:11]=[C:10]([C:30]4[CH:35]=[CH:34][CH:33]=[CH:32][CH:31]=4)[C:9]([C:6]4[CH:5]=[CH:4][C:3]([CH2:1][N:43]5[CH2:48][CH2:47][CH:46]([C:49]6[NH:50][C:51]([C:54]7[CH:59]=[CH:58][CH:57]=[CH:56][N:55]=7)=[N:52][N:53]=6)[CH2:45][CH2:44]5)=[CH:8][CH:7]=4)=[N:29][C:13]=3[N:14]=2)[CH2:23][CH2:22]1)=[O:25]. The catalyst class is: 31.